This data is from Forward reaction prediction with 1.9M reactions from USPTO patents (1976-2016). The task is: Predict the product of the given reaction. (1) Given the reactants [CH3:1][C:2]1[CH:3]=[C:4]([OH:10])[CH:5]=[CH:6][C:7]=1[S:8][CH3:9].N1C=CC=CC=1.[C:17](Cl)(=[O:19])[CH3:18], predict the reaction product. The product is: [C:17]([O:10][C:4]1[CH:5]=[CH:6][C:7]([S:8][CH3:9])=[C:2]([CH3:1])[CH:3]=1)(=[O:19])[CH3:18]. (2) The product is: [CH3:29][O:30][C:31]1[N:36]=[C:35]([CH3:37])[C:34]([C:2]2[C:3]3[CH:10]=[C:9]([CH2:11][O:12][C:13]4[CH:18]=[CH:17][C:16]([C@@H:19]([C:26]#[C:27][CH3:28])[CH2:20][C:21]([O:23][CH2:24][CH3:25])=[O:22])=[CH:15][CH:14]=4)[CH:8]=[CH:7][C:4]=3[S:5][CH:6]=2)=[CH:33][CH:32]=1. Given the reactants Br[C:2]1[C:3]2[CH:10]=[C:9]([CH2:11][O:12][C:13]3[CH:18]=[CH:17][C:16]([C@@H:19]([C:26]#[C:27][CH3:28])[CH2:20][C:21]([O:23][CH2:24][CH3:25])=[O:22])=[CH:15][CH:14]=3)[CH:8]=[CH:7][C:4]=2[S:5][CH:6]=1.[CH3:29][O:30][C:31]1[N:36]=[C:35]([CH3:37])[C:34](B(O)O)=[CH:33][CH:32]=1.C([O-])([O-])=O.[Cs+].[Cs+], predict the reaction product.